From a dataset of Catalyst prediction with 721,799 reactions and 888 catalyst types from USPTO. Predict which catalyst facilitates the given reaction. (1) Reactant: [CH3:1][C:2]1[NH:3][CH:4]=[CH:5][N:6]=1.Br[CH2:8][CH2:9][CH2:10][NH:11][C:12](=[O:22])[C:13]1[C:14](=[CH:18][CH:19]=[CH:20][CH:21]=1)[C:15](N)=[O:16].C(=O)([O-])[O-].[K+].[K+].O. Product: [CH3:1][C:2]1[N:3]([CH2:8][CH2:9][CH2:10][N:11]2[C:15](=[O:16])[C:14]3[C:13](=[CH:21][CH:20]=[CH:19][CH:18]=3)[C:12]2=[O:22])[CH:4]=[CH:5][N:6]=1. The catalyst class is: 9. (2) Reactant: [C:1]([Si:5](Cl)([C:12]1[CH:17]=[CH:16][CH:15]=[CH:14][CH:13]=1)[C:6]1[CH:11]=[CH:10][CH:9]=[CH:8][CH:7]=1)([CH3:4])([CH3:3])[CH3:2].[OH:19][CH2:20][CH:21]1[CH2:24][N:23]([C:25]([O:27][C:28]([CH3:31])([CH3:30])[CH3:29])=[O:26])[CH2:22]1.C(N(C(C)C)C(C)C)C. Product: [Si:5]([O:19][CH2:20][CH:21]1[CH2:24][N:23]([C:25]([O:27][C:28]([CH3:31])([CH3:30])[CH3:29])=[O:26])[CH2:22]1)([C:1]([CH3:4])([CH3:3])[CH3:2])([C:12]1[CH:17]=[CH:16][CH:15]=[CH:14][CH:13]=1)[C:6]1[CH:11]=[CH:10][CH:9]=[CH:8][CH:7]=1. The catalyst class is: 172. (3) Reactant: [H-].[H-].[H-].[H-].[Li+].[Al+3].[F:7][C:8]1[C:13]([N:14]2[CH2:19][CH2:18][N:17]([CH3:20])[CH2:16][CH2:15]2)=[CH:12][CH:11]=[C:10]([N+:21]([O-])=O)[C:9]=1[NH2:24].O.[OH-].[Na+]. Product: [F:7][C:8]1[C:13]([N:14]2[CH2:19][CH2:18][N:17]([CH3:20])[CH2:16][CH2:15]2)=[CH:12][CH:11]=[C:10]([NH2:21])[C:9]=1[NH2:24]. The catalyst class is: 1. (4) Reactant: [CH3:1][C:2]1[CH:3]=[N:4][N:5]([CH2:7][C:8]2[CH:13]=[CH:12][C:11]([CH2:14]O)=[CH:10][CH:9]=2)[CH:6]=1.C1(P(C2C=CC=CC=2)C2C=CC=CC=2)C=CC=CC=1.[Br:35]C(Br)(Br)Br. Product: [Br:35][CH2:14][C:11]1[CH:12]=[CH:13][C:8]([CH2:7][N:5]2[CH:6]=[C:2]([CH3:1])[CH:3]=[N:4]2)=[CH:9][CH:10]=1. The catalyst class is: 2. (5) Product: [C:10]([O:14][C:15](=[O:16])[NH:17][C:18]1[CH:19]=[CH:20][C:21]([C:2]2[CH:7]=[CH:6][C:5]([CH3:8])=[CH:4][C:3]=2[CH3:9])=[CH:22][CH:23]=1)([CH3:13])([CH3:11])[CH3:12]. Reactant: Br[C:2]1[CH:7]=[CH:6][C:5]([CH3:8])=[CH:4][C:3]=1[CH3:9].[C:10]([O:14][C:15]([NH:17][C:18]1[CH:23]=[CH:22][C:21](B(O)O)=[CH:20][CH:19]=1)=[O:16])([CH3:13])([CH3:12])[CH3:11].O. The catalyst class is: 11.